This data is from Peptide-MHC class II binding affinity with 134,281 pairs from IEDB. The task is: Regression. Given a peptide amino acid sequence and an MHC pseudo amino acid sequence, predict their binding affinity value. This is MHC class II binding data. The peptide sequence is KLDLTILGLAAEWVL. The MHC is DRB1_0301 with pseudo-sequence DRB1_0301. The binding affinity (normalized) is 0.233.